Dataset: Catalyst prediction with 721,799 reactions and 888 catalyst types from USPTO. Task: Predict which catalyst facilitates the given reaction. (1) The catalyst class is: 8. Product: [Cl:16][C:17]1[CH:22]=[C:21]([Cl:23])[CH:20]=[CH:19][C:18]=1[C:24]1[CH:25]=[C:26]([OH:28])[N:7]([CH3:6])[N:8]=1. Reactant: S(O)(O)(=O)=O.[CH3:6][NH:7][NH2:8].C(N(CC)CC)C.[Cl:16][C:17]1[CH:22]=[C:21]([Cl:23])[CH:20]=[CH:19][C:18]=1[C:24](=O)[CH2:25][C:26]([O:28]C)=O.CCCCCC. (2) Reactant: OC(C(F)(F)F)=O.[CH3:8][C@:9]12[C@@:26]3([CH3:27])[C@@H:17]([C@:18]4([CH3:40])[C@@H:23]([CH2:24][CH2:25]3)[C:22]([CH3:29])([CH3:28])[C:21]([C:30]3[CH:39]=[CH:38][C:33]([C:34]([O:36]C)=[O:35])=[CH:32][CH:31]=3)=[CH:20][CH2:19]4)[CH2:16][CH2:15][C@@H:14]1[C@H:13]1[C@H:41]([C:44]3([CH3:47])[CH2:46][CH2:45]3)[CH2:42][CH2:43][C@:12]1([NH:48][CH3:49])[CH2:11][CH2:10]2.[Li+].[OH-].C1COCC1. Product: [CH3:8][C@:9]12[C@@:26]3([CH3:27])[C@@H:17]([C@:18]4([CH3:40])[C@@H:23]([CH2:24][CH2:25]3)[C:22]([CH3:28])([CH3:29])[C:21]([C:30]3[CH:31]=[CH:32][C:33]([C:34]([OH:36])=[O:35])=[CH:38][CH:39]=3)=[CH:20][CH2:19]4)[CH2:16][CH2:15][C@@H:14]1[C@H:13]1[C@H:41]([C:44]3([CH3:47])[CH2:46][CH2:45]3)[CH2:42][CH2:43][C@:12]1([NH:48][CH3:49])[CH2:11][CH2:10]2. The catalyst class is: 5. (3) Reactant: Cl[C:2]1[C:7]([C:8]2[N:13]=[CH:12][N:11]=[C:10]([NH:14][C:15]3[CH:20]=[C:19]([O:21][CH3:22])[C:18]([O:23][CH3:24])=[C:17]([O:25][CH3:26])[CH:16]=3)[N:9]=2)=[CH:6][CH:5]=[CH:4][N:3]=1.[NH2:27][C:28]1[CH:29]=[C:30]([CH:47]=[CH:48][CH:49]=1)[C:31]([NH:33][C:34]1[CH:39]=[CH:38][C:37]([O:40][C:41]2[CH:46]=[CH:45][CH:44]=[CH:43][CH:42]=2)=[CH:36][CH:35]=1)=[O:32].CS(C)=O. Product: [O:40]([C:37]1[CH:36]=[CH:35][C:34]([NH:33][C:31](=[O:32])[C:30]2[CH:47]=[CH:48][CH:49]=[C:28]([NH:27][C:2]3[C:7]([C:8]4[N:9]=[C:10]([NH:14][C:15]5[CH:20]=[C:19]([O:21][CH3:22])[C:18]([O:23][CH3:24])=[C:17]([O:25][CH3:26])[CH:16]=5)[N:11]=[CH:12][N:13]=4)=[CH:6][CH:5]=[CH:4][N:3]=3)[CH:29]=2)=[CH:39][CH:38]=1)[C:41]1[CH:42]=[CH:43][CH:44]=[CH:45][CH:46]=1. The catalyst class is: 5.